From a dataset of Blood-brain barrier permeability classification from the B3DB database. Regression/Classification. Given a drug SMILES string, predict its absorption, distribution, metabolism, or excretion properties. Task type varies by dataset: regression for continuous measurements (e.g., permeability, clearance, half-life) or binary classification for categorical outcomes (e.g., BBB penetration, CYP inhibition). Dataset: b3db_classification. The molecule is O=C1CN2C(=O)CCC2N1. The result is 1 (penetrates BBB).